Task: Predict the reactants needed to synthesize the given product.. Dataset: Full USPTO retrosynthesis dataset with 1.9M reactions from patents (1976-2016) (1) Given the product [P:42]([O-:46])([O-:45])([O-:44])=[O:43].[Zn+2:21].[P:66]([O-:69])([O-:68])([O-:67])=[O:65].[Zn+2:21].[Zn+2:21], predict the reactants needed to synthesize it. The reactants are: C([O-])(=O)CCCCCCCCCCCCCCCCC.[Zn+2:21].C([O-])(=O)CCCCCCCCCCCCCCCCC.[P:42](=[O:46])([OH:45])([OH:44])[OH:43].C([O:65][P:66](=[O:69])([OH:68])[OH:67])CCCCCCCCCCCCCCCCC.C(OP(=O)(O)OCCCCCCCCCCCCCCCCCC)CCCCCCCCCCCCCCCCC.[Zn].O=P12OP3(OP(OP(O3)(O1)=O)(=O)O2)=O. (2) Given the product [OH:1][CH2:19][CH2:20][C:21]1([CH2:27][CH2:28][C:29]([C:30]([O:32][CH2:33][CH3:34])=[O:31])([C:40]([O:42][CH2:43][CH3:44])=[O:41])[C:35]([O:37][CH2:38][CH3:39])=[O:36])[CH2:22][CH2:23][CH2:24][CH2:25][CH2:26]1, predict the reactants needed to synthesize it. The reactants are: [O:1]([CH2:19][CH2:20][C:21]1([CH2:27][CH2:28][C:29]([C:40]([O:42][CH2:43][CH3:44])=[O:41])([C:35]([O:37][CH2:38][CH3:39])=[O:36])[C:30]([O:32][CH2:33][CH3:34])=[O:31])[CH2:26][CH2:25][CH2:24][CH2:23][CH2:22]1)[Si](C(C)(C)C)(C1C=CC=CC=1)C1C=CC=CC=1.O1CCCC1.Cl.O. (3) Given the product [NH2:9][C:6]1[C:5]2[CH:10]=[CH:11][C:2]([C:20]3[CH:21]=[CH:22][C:23]([C:26]4[NH:30][C:29]([C@@H:31]5[CH2:35][CH2:34][CH2:33][N:32]5[C:36]([O:38][C:39]([CH3:42])([CH3:41])[CH3:40])=[O:37])=[N:28][CH:27]=4)=[CH:24][CH:25]=3)=[CH:3][C:4]=2[O:8][N:7]=1, predict the reactants needed to synthesize it. The reactants are: Br[C:2]1[CH:11]=[CH:10][C:5]2[C:6]([NH2:9])=[N:7][O:8][C:4]=2[CH:3]=1.CC1(C)C(C)(C)OB([C:20]2[CH:25]=[CH:24][C:23]([C:26]3[NH:30][C:29]([C@@H:31]4[CH2:35][CH2:34][CH2:33][N:32]4[C:36]([O:38][C:39]([CH3:42])([CH3:41])[CH3:40])=[O:37])=[N:28][CH:27]=3)=[CH:22][CH:21]=2)O1.C([O-])(O)=O.[Na+].O.CCOC(C)=O. (4) Given the product [CH:17]([C:9]1[NH:8][C:7]([CH3:19])=[C:6]([C:4]([OH:5])=[O:3])[C:10]=1[C:11]1[CH:16]=[CH:15][CH:14]=[CH:13][CH:12]=1)=[O:18], predict the reactants needed to synthesize it. The reactants are: C([O:3][C:4]([C:6]1[C:10]([C:11]2[CH:16]=[CH:15][CH:14]=[CH:13][CH:12]=2)=[C:9]([CH:17]=[O:18])[NH:8][C:7]=1[CH3:19])=[O:5])C.CO.[OH-].[K+].